Dataset: NCI-60 drug combinations with 297,098 pairs across 59 cell lines. Task: Regression. Given two drug SMILES strings and cell line genomic features, predict the synergy score measuring deviation from expected non-interaction effect. (1) Drug 1: C1=CC(=CC=C1CCC2=CNC3=C2C(=O)NC(=N3)N)C(=O)NC(CCC(=O)O)C(=O)O. Drug 2: C1=NC(=NC(=O)N1C2C(C(C(O2)CO)O)O)N. Cell line: OVCAR-4. Synergy scores: CSS=23.4, Synergy_ZIP=-5.61, Synergy_Bliss=-7.15, Synergy_Loewe=-13.6, Synergy_HSA=-5.86. (2) Drug 1: CC1=C2C(C(=O)C3(C(CC4C(C3C(C(C2(C)C)(CC1OC(=O)C(C(C5=CC=CC=C5)NC(=O)C6=CC=CC=C6)O)O)OC(=O)C7=CC=CC=C7)(CO4)OC(=O)C)O)C)OC(=O)C. Drug 2: CN(CC1=CN=C2C(=N1)C(=NC(=N2)N)N)C3=CC=C(C=C3)C(=O)NC(CCC(=O)O)C(=O)O. Cell line: SW-620. Synergy scores: CSS=30.2, Synergy_ZIP=0.321, Synergy_Bliss=-2.16, Synergy_Loewe=-34.7, Synergy_HSA=-3.78. (3) Drug 1: CS(=O)(=O)C1=CC(=C(C=C1)C(=O)NC2=CC(=C(C=C2)Cl)C3=CC=CC=N3)Cl. Drug 2: CC(C)CN1C=NC2=C1C3=CC=CC=C3N=C2N. Cell line: HS 578T. Synergy scores: CSS=-2.19, Synergy_ZIP=11.0, Synergy_Bliss=14.9, Synergy_Loewe=5.53, Synergy_HSA=6.16. (4) Drug 1: CC1C(C(CC(O1)OC2CC(OC(C2O)C)OC3=CC4=CC5=C(C(=O)C(C(C5)C(C(=O)C(C(C)O)O)OC)OC6CC(C(C(O6)C)O)OC7CC(C(C(O7)C)O)OC8CC(C(C(O8)C)O)(C)O)C(=C4C(=C3C)O)O)O)O. Drug 2: C1=NNC2=C1C(=O)NC=N2. Cell line: SK-OV-3. Synergy scores: CSS=7.96, Synergy_ZIP=-0.769, Synergy_Bliss=-0.536, Synergy_Loewe=-34.4, Synergy_HSA=-0.435. (5) Synergy scores: CSS=76.1, Synergy_ZIP=2.36, Synergy_Bliss=-1.33, Synergy_Loewe=2.11, Synergy_HSA=3.39. Drug 1: CC=C1C(=O)NC(C(=O)OC2CC(=O)NC(C(=O)NC(CSSCCC=C2)C(=O)N1)C(C)C)C(C)C. Cell line: 786-0. Drug 2: CC1C(C(CC(O1)OC2CC(CC3=C2C(=C4C(=C3O)C(=O)C5=CC=CC=C5C4=O)O)(C(=O)C)O)N)O. (6) Drug 2: C1CNP(=O)(OC1)N(CCCl)CCCl. Synergy scores: CSS=2.44, Synergy_ZIP=-0.992, Synergy_Bliss=-0.805, Synergy_Loewe=0.788, Synergy_HSA=-0.559. Drug 1: C1=CC=C(C(=C1)C(C2=CC=C(C=C2)Cl)C(Cl)Cl)Cl. Cell line: MCF7. (7) Drug 1: COC1=C(C=C2C(=C1)N=CN=C2NC3=CC(=C(C=C3)F)Cl)OCCCN4CCOCC4. Drug 2: C#CCC(CC1=CN=C2C(=N1)C(=NC(=N2)N)N)C3=CC=C(C=C3)C(=O)NC(CCC(=O)O)C(=O)O. Cell line: HOP-62. Synergy scores: CSS=11.9, Synergy_ZIP=-2.92, Synergy_Bliss=2.25, Synergy_Loewe=3.99, Synergy_HSA=3.70. (8) Synergy scores: CSS=40.7, Synergy_ZIP=-1.93, Synergy_Bliss=-2.68, Synergy_Loewe=-32.8, Synergy_HSA=-0.731. Cell line: SK-MEL-5. Drug 1: CN1C(=O)N2C=NC(=C2N=N1)C(=O)N. Drug 2: C1CN1C2=NC(=NC(=N2)N3CC3)N4CC4.